From a dataset of Forward reaction prediction with 1.9M reactions from USPTO patents (1976-2016). Predict the product of the given reaction. (1) Given the reactants F[C:2]1[CH:7]=[CH:6][C:5]([Mg]Br)=[CH:4][CH:3]=1.C([O:14][C:15]([N:17]1CC(=O)[CH2:18]1)=[O:16])(C)(C)C.O.Cl.[CH2:24]1[CH2:28]O[CH2:26][CH2:25]1, predict the reaction product. The product is: [CH3:28][CH2:24][CH2:25][CH2:26][N:17]([C:15]([O:16][C:2]1[CH:7]=[CH:6][CH:5]=[CH:4][CH:3]=1)=[O:14])[CH3:18]. (2) Given the reactants [CH3:1][C:2]1[N:3]=[CH:4][N:5]([C:7]2[CH:12]=[CH:11][C:10]([NH:13][C:14]([NH2:16])=[S:15])=[CH:9][CH:8]=2)[CH:6]=1.Br[CH:18]([CH3:29])[C:19]([C:21]1[CH:26]=[CH:25][C:24]([CH3:27])=[C:23]([Cl:28])[CH:22]=1)=O, predict the reaction product. The product is: [Cl:28][C:23]1[CH:22]=[C:21]([C:19]2[N:16]=[C:14]([NH:13][C:10]3[CH:9]=[CH:8][C:7]([N:5]4[CH:6]=[C:2]([CH3:1])[N:3]=[CH:4]4)=[CH:12][CH:11]=3)[S:15][C:18]=2[CH3:29])[CH:26]=[CH:25][C:24]=1[CH3:27]. (3) Given the reactants Br[C:2]1[CH:10]=[CH:9][C:8]([C:11]#[N:12])=[C:7]2[C:3]=1[CH:4]=[CH:5][N:6]2[S:13]([C:16]1[CH:21]=[CH:20][C:19]([CH3:22])=[CH:18][CH:17]=1)(=[O:15])=[O:14].Br[Zn][CH2:25][CH2:26][CH2:27][C:28]([O:30][CH2:31][CH3:32])=[O:29].[OH-].[Na+], predict the reaction product. The product is: [C:11]([C:8]1[CH:9]=[CH:10][C:2]([CH2:25][CH2:26][CH2:27][C:28]([O:30][CH2:31][CH3:32])=[O:29])=[C:3]2[C:7]=1[N:6]([S:13]([C:16]1[CH:17]=[CH:18][C:19]([CH3:22])=[CH:20][CH:21]=1)(=[O:15])=[O:14])[CH:5]=[CH:4]2)#[N:12]. (4) Given the reactants [CH3:1][N:2]1[C:6]([C:7]2[CH:12]=[CH:11][C:10](B3OC(C)(C)C(C)(C)O3)=[CH:9][N:8]=2)=[N:5][N:4]=[N:3]1.Br[C:23]1[CH:31]=[CH:30][C:29]2[N:28]3[C:32](=[O:40])[O:33][C@@H:34]([CH2:35][NH:36][C:37](=[O:39])[CH3:38])[C@@H:27]3[CH2:26][C:25]=2[CH:24]=1.C([O-])([O-])=O.[K+].[K+], predict the reaction product. The product is: [CH3:1][N:2]1[C:6]([C:7]2[N:8]=[CH:9][C:10]([C:23]3[CH:31]=[CH:30][C:29]4[N:28]5[C:32](=[O:40])[O:33][C@@H:34]([CH2:35][NH:36][C:37](=[O:39])[CH3:38])[C@@H:27]5[CH2:26][C:25]=4[CH:24]=3)=[CH:11][CH:12]=2)=[N:5][N:4]=[N:3]1.